The task is: Predict the product of the given reaction.. This data is from Forward reaction prediction with 1.9M reactions from USPTO patents (1976-2016). (1) Given the reactants [OH-].[Li+].[F:3][C:4]1([F:13])[CH2:9][CH:8]([C:10]([O-:12])=[O:11])[CH2:7][CH2:6][CH2:5]1, predict the reaction product. The product is: [F:3][C:4]1([F:13])[CH2:9][CH:8]([C:10]([OH:12])=[O:11])[CH2:7][CH2:6][CH2:5]1. (2) The product is: [F:1][C:2]1[C:11]([C:26]2[CH:25]=[CH:24][CH:23]=[C:22]([F:21])[CH:27]=2)=[CH:10][CH:9]=[C:8]([F:20])[C:3]=1[C:4]([O:6][CH3:7])=[O:5]. Given the reactants [F:1][C:2]1[C:11](OS(C(F)(F)F)(=O)=O)=[CH:10][CH:9]=[C:8]([F:20])[C:3]=1[C:4]([O:6][CH3:7])=[O:5].[F:21][C:22]1[CH:23]=[C:24](B(O)O)[CH:25]=[CH:26][CH:27]=1.C([O-])([O-])=O.[K+].[K+], predict the reaction product. (3) Given the reactants Cl[C:2]1[N:3]=[C:4]([N:22]2[CH2:27][CH2:26][O:25][CH2:24][CH2:23]2)[C:5]2[S:10][C:9]([CH2:11][N:12]3[CH2:17][CH2:16][N:15]([S:18]([CH3:21])(=[O:20])=[O:19])[CH2:14][CH2:13]3)=[CH:8][C:6]=2[N:7]=1.CC1(C)C(C)(C)OB([C:36]2[CH:37]=[N:38][C:39]([NH2:42])=[N:40][CH:41]=2)O1, predict the reaction product. The product is: [O:25]1[CH2:26][CH2:27][N:22]([C:4]2[C:5]3[S:10][C:9]([CH2:11][N:12]4[CH2:17][CH2:16][N:15]([S:18]([CH3:21])(=[O:20])=[O:19])[CH2:14][CH2:13]4)=[CH:8][C:6]=3[N:7]=[C:2]([C:36]3[CH:37]=[N:38][C:39]([NH2:42])=[N:40][CH:41]=3)[N:3]=2)[CH2:23][CH2:24]1. (4) Given the reactants [C:1]([O:5][C:6]([NH:8][C@H:9]1[CH2:14][CH2:13][CH2:12][CH2:11][C@@H:10]1[OH:15])=[O:7])([CH3:4])([CH3:3])[CH3:2].[CH3:16][S:17](Cl)(=[O:19])=[O:18].C(OCC)C, predict the reaction product. The product is: [C:1]([O:5][C:6]([NH:8][C@H:9]1[CH2:14][CH2:13][CH2:12][CH2:11][C@@H:10]1[O:15][S:17]([CH3:16])(=[O:19])=[O:18])=[O:7])([CH3:4])([CH3:2])[CH3:3]. (5) The product is: [CH2:1]([NH:3][C:4](=[O:12])[C:5]1[C:10]([Si:15]([CH:13]=[CH2:14])([CH3:17])[CH3:16])=[CH:9][CH:8]=[CH:7][C:6]=1[Cl:11])[CH3:2]. Given the reactants [CH2:1]([NH:3][C:4](=[O:12])[C:5]1[CH:10]=[CH:9][CH:8]=[CH:7][C:6]=1[Cl:11])[CH3:2].[CH:13]([Si:15](Cl)([CH3:17])[CH3:16])=[CH2:14], predict the reaction product.